Task: Predict the reaction yield, written as a fraction of the theoretical maximum amount of product (1.0 means a 100% yield; for example, 0.34 means a 34% yield).. Dataset: Reaction yield outcomes from USPTO patents with 853,638 reactions (1) The reactants are [Na:1].[N:2]1([C:11]([CH2:13][C@H:14]([CH2:21][OH:22])[O:15][CH2:16][P:17]([OH:20])([OH:19])=[O:18])=[O:12])[CH:10]=[C:8](C)[C:6](=[O:7])[NH:5][C:3]1=[O:4].N1(C(C[C@H](CO)OCP(OC(C)C)(OC(C)C)=O)=O)C=CC(=O)NC1=O.I[Si](C)(C)C. No catalyst specified. The product is [Na:1].[N:2]1([C:11]([CH2:13][C@H:14]([CH2:21][OH:22])[O:15][CH2:16][P:17]([OH:19])([OH:20])=[O:18])=[O:12])[CH:10]=[CH:8][C:6](=[O:7])[NH:5][C:3]1=[O:4]. The yield is 0.340. (2) The reactants are [F:1][C:2]1[CH:3]=[C:4]([C@H:10]2[CH2:14][CH2:13][CH2:12][N:11]2[C:15]2[CH:20]=[CH:19][N:18]3[N:21]=[CH:22][C:23]([C:24](O)=[O:25])=[C:17]3[N:16]=2)[C:5]([O:8][CH3:9])=[N:6][CH:7]=1.[CH:27]1([NH2:30])[CH2:29][CH2:28]1. No catalyst specified. The product is [CH:27]1([NH:30][C:24]([C:23]2[CH:22]=[N:21][N:18]3[CH:19]=[CH:20][C:15]([N:11]4[CH2:12][CH2:13][CH2:14][C@@H:10]4[C:4]4[C:5]([O:8][CH3:9])=[N:6][CH:7]=[C:2]([F:1])[CH:3]=4)=[N:16][C:17]=23)=[O:25])[CH2:29][CH2:28]1. The yield is 0.570. (3) The reactants are [OH:1][C:2]([CH3:35])([CH3:34])[CH2:3][C@@:4]1([C:28]2[CH:33]=[CH:32][CH:31]=[CH:30][CH:29]=2)[O:9][C:8](=[O:10])[N:7]([C@H:11]([C:13]2[CH:18]=[CH:17][C:16](B3OC(C)(C)C(C)(C)O3)=[CH:15][CH:14]=2)[CH3:12])[CH2:6][CH2:5]1.Br[C:37]1[CH:38]=[CH:39][C:40]([C:43]2([CH3:50])[CH2:47][CH2:46][N:45]([CH3:48])[C:44]2=[O:49])=[N:41][CH:42]=1. No catalyst specified. The product is [CH3:48][N:45]1[CH2:46][CH2:47][C:43]([C:40]2[N:41]=[CH:42][C:37]([C:16]3[CH:15]=[CH:14][C:13]([C@@H:11]([N:7]4[CH2:6][CH2:5][C@:4]([CH2:3][C:2]([OH:1])([CH3:34])[CH3:35])([C:28]5[CH:33]=[CH:32][CH:31]=[CH:30][CH:29]=5)[O:9][C:8]4=[O:10])[CH3:12])=[CH:18][CH:17]=3)=[CH:38][CH:39]=2)([CH3:50])[C:44]1=[O:49]. The yield is 0.650.